This data is from Forward reaction prediction with 1.9M reactions from USPTO patents (1976-2016). The task is: Predict the product of the given reaction. (1) Given the reactants [CH3:1][CH:2]1[NH:7][C:6]2[CH:8]=[CH:9][C:10]([N+:12]([O-:14])=[O:13])=[CH:11][C:5]=2[O:4][CH2:3]1.[CH:15](=O)[CH3:16].[BH3-]C#N.[Na+], predict the reaction product. The product is: [CH2:15]([N:7]1[C:6]2[CH:8]=[CH:9][C:10]([N+:12]([O-:14])=[O:13])=[CH:11][C:5]=2[O:4][CH2:3][CH:2]1[CH3:1])[CH3:16]. (2) Given the reactants [N:1]1([C:7]2[CH:16]=[CH:15][C:14]3[C:9](=[CH:10][CH:11]=[CH:12][CH:13]=3)[N:8]=2)[CH2:6][CH2:5][NH:4][CH2:3][CH2:2]1.[N+:17]([C:20]1[CH:25]=[CH:24][C:23]([NH:26][CH:27]2[CH2:32][CH2:31][CH:30]([O:33][CH2:34][C:35](O)=[O:36])[CH2:29][CH2:28]2)=[CH:22][C:21]=1[C:38]([F:41])([F:40])[F:39])([O-:19])=[O:18].CCN=C=NCCCN(C)C.Cl.C1C=CC2N(O)N=NC=2C=1.C(N(CC)CC)C, predict the reaction product. The product is: [N+:17]([C:20]1[CH:25]=[CH:24][C:23]([NH:26][CH:27]2[CH2:28][CH2:29][CH:30]([O:33][CH2:34][C:35]([N:4]3[CH2:3][CH2:2][N:1]([C:7]4[CH:16]=[CH:15][C:14]5[C:9](=[CH:10][CH:11]=[CH:12][CH:13]=5)[N:8]=4)[CH2:6][CH2:5]3)=[O:36])[CH2:31][CH2:32]2)=[CH:22][C:21]=1[C:38]([F:39])([F:40])[F:41])([O-:19])=[O:18].